Dataset: Forward reaction prediction with 1.9M reactions from USPTO patents (1976-2016). Task: Predict the product of the given reaction. (1) Given the reactants [F:1][C:2]1[C:11]([CH3:12])=[CH:10][C:9]2[C:8]([CH3:14])([CH3:13])[CH2:7][CH2:6][C:5]([CH3:16])([CH3:15])[C:4]=2[CH:3]=1.[Br:17]N1C(=O)CCC1=O, predict the reaction product. The product is: [F:1][C:2]1[C:11]([CH2:12][Br:17])=[CH:10][C:9]2[C:8]([CH3:14])([CH3:13])[CH2:7][CH2:6][C:5]([CH3:16])([CH3:15])[C:4]=2[CH:3]=1. (2) Given the reactants [CH:1](/[C:9]1[N:19]=[CH:18][C:12]2[O:13][CH2:14][C:15](=[O:17])[NH:16][C:11]=2[CH:10]=1)=C\C1C=CC=CC=1.C[OH:21], predict the reaction product. The product is: [O:17]=[C:15]1[CH2:14][O:13][C:12]2[CH:18]=[N:19][C:9]([CH:1]=[O:21])=[CH:10][C:11]=2[NH:16]1. (3) Given the reactants [OH:1][CH:2]1[CH2:8][CH:7]2[N:9]([C:10]3[C:11]4[C:18]([C:19]5[CH:24]=[CH:23][CH:22]=[CH:21][CH:20]=5)=[C:17]([C:25]([O:27][CH3:28])=[O:26])[S:16][C:12]=4[N:13]=[CH:14][N:15]=3)[CH:4]([CH2:5][CH2:6]2)[CH2:3]1.CC(OI1(OC(C)=O)(OC(C)=O)OC(=O)C2C=CC=CC1=2)=O, predict the reaction product. The product is: [O:1]=[C:2]1[CH2:3][CH:4]2[N:9]([C:10]3[C:11]4[C:18]([C:19]5[CH:24]=[CH:23][CH:22]=[CH:21][CH:20]=5)=[C:17]([C:25]([O:27][CH3:28])=[O:26])[S:16][C:12]=4[N:13]=[CH:14][N:15]=3)[CH:7]([CH2:6][CH2:5]2)[CH2:8]1. (4) Given the reactants [CH3:1][C:2]1[CH:6]=[C:5]([C:7]2[CH:12]=[CH:11][C:10]([C:13]([F:16])([F:15])[F:14])=[CH:9][CH:8]=2)[S:4][C:3]=1[C:17](OCC)=O.Br([O-])(=O)=[O:23].[Na+].S(=O)(O)[O-].[Na+], predict the reaction product. The product is: [CH3:17][C:3]1[S:4][C:5]([C:7]2[CH:12]=[CH:11][C:10]([C:13]([F:16])([F:15])[F:14])=[CH:9][CH:8]=2)=[CH:6][C:2]=1[CH2:1][OH:23]. (5) Given the reactants Br[CH2:2][CH:3]=[C:4]([CH3:6])[CH3:5].C(=O)([O-])[O-].[K+].[K+].[CH3:13][C:14]1[CH:19]=[CH:18][C:17]([CH3:20])=[CH:16][C:15]=1[SH:21], predict the reaction product. The product is: [CH3:5][C:4](=[CH:3][CH2:2][S:21][C:15]1[CH:16]=[C:17]([CH3:20])[CH:18]=[CH:19][C:14]=1[CH3:13])[CH3:6]. (6) Given the reactants [Cl:1][C:2]1[C:10]([CH3:11])=[CH:9][CH:8]=[C:7]([F:12])[C:3]=1C(O)=O.C1C=CC(P([N:27]=[N+]=[N-])(C2C=CC=CC=2)=O)=CC=1.O, predict the reaction product. The product is: [Cl:1][C:2]1[C:10]([CH3:11])=[CH:9][CH:8]=[C:7]([F:12])[C:3]=1[NH2:27]. (7) Given the reactants [N:1]12[CH2:8][CH2:7][CH:4]([CH2:5][CH2:6]1)[CH:3]([OH:9])[CH2:2]2.[OH:10][C:11]1[CH:23]=[CH:22][C:14]2[O:15][C:16]3[CH:21]=[CH:20][CH:19]=[CH:18][C:17]=3[C:13]=2[CH:12]=1.C1(P(C2C=CC=CC=2)C2C=CC=CC=2)C=CC=CC=1.CCOC(/N=N/C(OCC)=O)=O.[OH-:55].[Na+], predict the reaction product. The product is: [NH3:1].[C:14]([OH:9])(=[O:15])/[CH:13]=[CH:12]/[C:11]([OH:10])=[O:55].[CH:12]1[C:13]2[C:17]3[CH:18]=[CH:19][CH:20]=[CH:21][C:16]=3[O:15][C:14]=2[CH:22]=[CH:23][C:11]=1[O:9][CH:3]1[CH:4]2[CH2:7][CH2:8][N:1]([CH2:6][CH2:5]2)[CH2:2]1. (8) Given the reactants [NH:1]1[C:9]2[C:4](=[CH:5][CH:6]=[CH:7][CH:8]=2)[C:3]([CH:10]=O)=[CH:2]1.[N:12]1[CH:17]=[CH:16][CH:15]=[C:14]([NH2:18])[CH:13]=1, predict the reaction product. The product is: [NH:1]1[C:9]2[C:4](=[CH:5][CH:6]=[CH:7][CH:8]=2)[C:3](/[CH:10]=[N:18]\[C:14]2[CH:13]=[N:12][CH:17]=[CH:16][CH:15]=2)=[CH:2]1. (9) Given the reactants [Cl:1][C:2]1[CH:3]=[C:4]([NH:9][C:10]2[CH:15]=[CH:14][CH:13]=[CH:12][CH:11]=2)[C:5]([NH2:8])=[CH:6][CH:7]=1.[C:16]([O:20][C:21]([NH:23][C@@H:24]([CH3:28])[C:25](O)=[O:26])=[O:22])([CH3:19])([CH3:18])[CH3:17].C1C=NC2N(O)N=NC=2C=1.CN1CCOCC1.Cl.CN(C)CCCN=C=NCC, predict the reaction product. The product is: [C:16]([O:20][C:21](=[O:22])[NH:23][C@H:24]([C:25](=[O:26])[NH:8][C:5]1[CH:6]=[CH:7][C:2]([Cl:1])=[CH:3][C:4]=1[NH:9][C:10]1[CH:15]=[CH:14][CH:13]=[CH:12][CH:11]=1)[CH3:28])([CH3:17])([CH3:18])[CH3:19].